From a dataset of Catalyst prediction with 721,799 reactions and 888 catalyst types from USPTO. Predict which catalyst facilitates the given reaction. (1) Product: [N:1]1[CH:2]=[CH:3][C:4]([C:7]2[N:24]=[C:22]3[NH:23][CH:18]([C:17]([F:26])([F:16])[F:25])[CH2:19][CH2:20][N:21]3[C:9](=[O:11])[CH:8]=2)=[CH:5][CH:6]=1. The catalyst class is: 8. Reactant: [N:1]1[CH:6]=[CH:5][C:4]([C:7](=O)[CH2:8][C:9]([O:11]CC)=O)=[CH:3][CH:2]=1.Cl.[F:16][C:17]([F:26])([F:25])[CH:18]1[NH:23][C:22]([NH2:24])=[N:21][CH2:20][CH2:19]1.C(=O)([O-])[O-].[K+].[K+]. (2) Reactant: [F:1][C:2]1[C:7]([O:8][CH3:9])=[CH:6][C:5]([C:10](=[O:12])[CH3:11])=[C:4]([N+:13]([O-])=O)[CH:3]=1.CO.O.O.[Sn](Cl)Cl. Product: [NH2:13][C:4]1[CH:3]=[C:2]([F:1])[C:7]([O:8][CH3:9])=[CH:6][C:5]=1[C:10](=[O:12])[CH3:11]. The catalyst class is: 28. (3) Reactant: [Cl:1][C:2]1[CH:7]=[CH:6][C:5]([C@H:8]2[C@H:13]([O:14][CH2:15][C:16]3[CH:21]=[CH:20][CH:19]=[CH:18][CH:17]=3)[C@@H:12]([O:22][CH2:23][C:24]3[CH:29]=[CH:28][CH:27]=[CH:26][CH:25]=3)[C@H:11]([O:30][CH2:31][C:32]3[CH:37]=[CH:36][CH:35]=[CH:34][CH:33]=3)[C@@H:10]([CH2:38][O:39][CH2:40][C:41]3[CH:46]=[CH:45][CH:44]=[CH:43][CH:42]=3)[O:9]2)=[CH:4][C:3]=1[CH2:47][C:48]([OH:50])=O.Cl.[NH2:52][CH2:53][C:54]([C:56]1[CH:60]=[CH:59][S:58][CH:57]=1)=[O:55].CCN=C=NCCCN(C)C.C1C=CC2N(O)N=NC=2C=1.CN1CCOCC1.Cl. Product: [Cl:1][C:2]1[CH:7]=[CH:6][C:5]([C@H:8]2[C@H:13]([O:14][CH2:15][C:16]3[CH:17]=[CH:18][CH:19]=[CH:20][CH:21]=3)[C@@H:12]([O:22][CH2:23][C:24]3[CH:29]=[CH:28][CH:27]=[CH:26][CH:25]=3)[C@H:38]([O:39][CH2:40][C:41]3[CH:46]=[CH:45][CH:44]=[CH:43][CH:42]=3)[C@@H:10]([CH2:11][O:30][CH2:31][C:32]3[CH:33]=[CH:34][CH:35]=[CH:36][CH:37]=3)[O:9]2)=[CH:4][C:3]=1[CH2:47][C:48]([NH:52][CH2:53][C:54](=[O:55])[C:56]1[CH:60]=[CH:59][S:58][CH:57]=1)=[O:50]. The catalyst class is: 3. (4) Reactant: [C:1]1(=[O:11])[NH:5][C:4](=[O:6])[C:3]2=[CH:7][CH:8]=[CH:9][CH:10]=[C:2]12.[K].Br[CH:14]1[C:19](=[O:20])[CH2:18][CH2:17][O:16][CH2:15]1. Product: [O:20]=[C:19]1[CH2:18][CH2:17][O:16][CH2:15][CH:14]1[N:5]1[C:1](=[O:11])[C:2]2[C:3](=[CH:7][CH:8]=[CH:9][CH:10]=2)[C:4]1=[O:6]. The catalyst class is: 118. (5) Reactant: [NH2:1][C:2]1[C:11]([I:12])=[C:10]2[C:5]([C:6](=[O:23])[N:7]([C:16]3[CH:21]=[CH:20][C:19]([Cl:22])=[CH:18][CH:17]=3)[C:8]([CH:13]([CH3:15])[CH3:14])=[N:9]2)=[CH:4][CH:3]=1.C1C[O:27][CH2:26][CH2:25]1.C(OC(=O)C)(=O)C. The catalyst class is: 126. Product: [Cl:22][C:19]1[CH:20]=[CH:21][C:16]([N:7]2[C:6](=[O:23])[C:5]3[C:10](=[C:11]([I:12])[C:2]([NH:1][C:26](=[O:27])[CH3:25])=[CH:3][CH:4]=3)[N:9]=[C:8]2[CH:13]([CH3:15])[CH3:14])=[CH:17][CH:18]=1.